From a dataset of Full USPTO retrosynthesis dataset with 1.9M reactions from patents (1976-2016). Predict the reactants needed to synthesize the given product. (1) Given the product [F:20][C:3]1[C:2]2[N:1]=[CH:21][O:11][C:10]=2[CH:9]=[C:5]([C:6]([OH:8])=[O:7])[C:4]=1[NH:12][C:13]1[CH:18]=[CH:17][CH:16]=[CH:15][C:14]=1[F:19], predict the reactants needed to synthesize it. The reactants are: [NH2:1][C:2]1[C:10]([OH:11])=[CH:9][C:5]([C:6]([OH:8])=[O:7])=[C:4]([NH:12][C:13]2[CH:18]=[CH:17][CH:16]=[CH:15][C:14]=2[F:19])[C:3]=1[F:20].[C:21]1(C)C=CC(S(O)(=O)=O)=CC=1.C1(C)C=CC(S([O-])(=O)=O)=CC=1.[NH+]1C=CC=CC=1.S(=O)(=O)(O)O.S1(CCCC1)(=O)=O.C(OC)(=O)C.COC(OC)OC. (2) Given the product [ClH:8].[Cl:8][C:5]1[CH:6]=[CH:7][C:2]([F:1])=[C:3]([CH:9]([OH:12])[C:10](=[NH:11])[O:14][CH3:13])[CH:4]=1, predict the reactants needed to synthesize it. The reactants are: [F:1][C:2]1[CH:7]=[CH:6][C:5]([Cl:8])=[CH:4][C:3]=1[CH:9]([OH:12])[C:10]#[N:11].[CH3:13][OH:14].Cl. (3) Given the product [C:1]([C:3]1[C@@H:8]([C:9]2[CH:14]=[CH:13][C:12]([C:15]#[N:16])=[CH:11][CH:10]=2)[N:7]2[N:17]=[C:18]([S:20]([NH2:38])(=[O:22])=[O:21])[N:19]=[C:6]2[N:5]([C:24]2[CH:29]=[CH:28][CH:27]=[C:26]([C:30]([F:33])([F:32])[F:31])[CH:25]=2)[C:4]=1[CH3:34])#[N:2], predict the reactants needed to synthesize it. The reactants are: [C:1]([C:3]1[C@@H:8]([C:9]2[CH:14]=[CH:13][C:12]([C:15]#[N:16])=[CH:11][CH:10]=2)[N:7]2[N:17]=[C:18]([S:20](Cl)(=[O:22])=[O:21])[N:19]=[C:6]2[N:5]([C:24]2[CH:29]=[CH:28][CH:27]=[C:26]([C:30]([F:33])([F:32])[F:31])[CH:25]=2)[C:4]=1[CH3:34])#[N:2].N.C([N:38](CC)CC)C. (4) Given the product [OH:8][C:9]1[C:14]2[N:15]=[C:16]([CH3:19])[N:17]([CH3:18])[C:13]=2[CH:12]=[C:11]([N:20]([CH3:24])[C:21](=[O:23])[CH3:22])[CH:10]=1, predict the reactants needed to synthesize it. The reactants are: C([O:8][C:9]1[C:14]2[N:15]=[C:16]([CH3:19])[N:17]([CH3:18])[C:13]=2[CH:12]=[C:11]([N:20]([CH3:24])[C:21](=[O:23])[CH3:22])[CH:10]=1)C1C=CC=CC=1.C(O)(=O)C. (5) Given the product [Br:1][C:2]1[CH:11]=[CH:10][CH:9]=[C:8]2[C:3]=1[CH:4]=[C:5]([S:28][C:25]1[CH:26]=[CH:27][C:22]([F:21])=[CH:23][CH:24]=1)[N:6]=[C:7]2[OH:12], predict the reactants needed to synthesize it. The reactants are: [Br:1][C:2]1[CH:11]=[CH:10][CH:9]=[C:8]2[C:3]=1[CH:4]=[C:5](Cl)[N:6]=[C:7]2[O:12]C.C([O-])([O-])=O.[Cs+].[Cs+].[F:21][C:22]1[CH:27]=[CH:26][C:25]([SH:28])=[CH:24][CH:23]=1. (6) The reactants are: [Si:1]([O:8][C@@H:9]1[C@@:30]2([CH3:31])[C:13](=[CH:14][CH:15]=[C:16]3[C@@H:29]2[CH2:28][CH2:27][C@@:26]2([CH3:32])[C@H:17]3[CH2:18][CH:19]=[C:20]2[C:21]([OH:25])([CH2:23][CH3:24])[CH3:22])[CH2:12][C@@H:11]([O:33][Si:34]([C:37]([CH3:40])([CH3:39])[CH3:38])([CH3:36])[CH3:35])[CH2:10]1)([C:4]([CH3:7])([CH3:6])[CH3:5])([CH3:3])[CH3:2].Br/[CH:42]=[CH:43]\[CH2:44][C:45]([O:48][Si:49]([CH2:54][CH3:55])([CH2:52][CH3:53])[CH2:50][CH3:51])([CH3:47])[CH3:46].[H-].[Na+].C1OCCOCCOCCOCCOC1. Given the product [Si:1]([O:8][C@@H:9]1[C@@:30]2([CH3:31])[C:13](=[CH:14][CH:15]=[C:16]3[C@@H:29]2[CH2:28][CH2:27][C@@:26]2([CH3:32])[C@H:17]3[CH2:18][CH:19]=[C:20]2[C:21]([O:25]/[CH:42]=[CH:43]\[CH2:44][C:45]([O:48][Si:49]([CH2:50][CH3:51])([CH2:52][CH3:53])[CH2:54][CH3:55])([CH3:46])[CH3:47])([CH2:23][CH3:24])[CH3:22])[CH2:12][C@@H:11]([O:33][Si:34]([C:37]([CH3:39])([CH3:38])[CH3:40])([CH3:35])[CH3:36])[CH2:10]1)([C:4]([CH3:7])([CH3:6])[CH3:5])([CH3:3])[CH3:2], predict the reactants needed to synthesize it.